From a dataset of Forward reaction prediction with 1.9M reactions from USPTO patents (1976-2016). Predict the product of the given reaction. (1) Given the reactants [CH:1]1([CH2:4][O:5][CH2:6][C:7]2[CH:8]=[CH:9][C:10]([NH2:13])=[N:11][CH:12]=2)[CH2:3][CH2:2]1.[Cl:14][C:15]1[CH:16]=[C:17]([S:21](Cl)(=[O:23])=[O:22])[CH:18]=[CH:19][CH:20]=1, predict the reaction product. The product is: [Cl:14][C:15]1[CH:16]=[C:17]([S:21]([NH:13][C:10]2[CH:9]=[CH:8][C:7]([CH2:6][O:5][CH2:4][CH:1]3[CH2:3][CH2:2]3)=[CH:12][N:11]=2)(=[O:23])=[O:22])[CH:18]=[CH:19][CH:20]=1. (2) The product is: [F:17][C:18]1[C:26]([O:27][CH2:2][C:3]2[N:4]=[C:5]([C:9]3[CH:14]=[CH:13][C:12]([O:15][CH3:16])=[CH:11][CH:10]=3)[O:6][C:7]=2[CH3:8])=[CH:25][CH:24]=[C:23]([F:28])[C:19]=1[C:20]([NH2:22])=[O:21]. Given the reactants Br[CH2:2][C:3]1[N:4]=[C:5]([C:9]2[CH:14]=[CH:13][C:12]([O:15][CH3:16])=[CH:11][CH:10]=2)[O:6][C:7]=1[CH3:8].[F:17][C:18]1[C:26]([OH:27])=[CH:25][CH:24]=[C:23]([F:28])[C:19]=1[C:20]([NH2:22])=[O:21].C(=O)([O-])[O-].[K+].[K+], predict the reaction product. (3) Given the reactants Cl[C:2]1[CH:7]=[C:6]([C:8]2[CH:13]=[C:12]([O:14][CH3:15])[CH:11]=[CH:10][C:9]=2[CH3:16])[N:5]=[C:4]([NH2:17])[N:3]=1.[Cl:18][C:19]1[CH:25]=[CH:24][C:22]([NH2:23])=[CH:21][CH:20]=1, predict the reaction product. The product is: [Cl:18][C:19]1[CH:25]=[CH:24][C:22]([NH:23][C:2]2[CH:7]=[C:6]([C:8]3[CH:13]=[C:12]([O:14][CH3:15])[CH:11]=[CH:10][C:9]=3[CH3:16])[N:5]=[C:4]([NH2:17])[N:3]=2)=[CH:21][CH:20]=1. (4) Given the reactants CN(C(ON1N=NC2C=CC=NC1=2)=[N+](C)C)C.F[P-](F)(F)(F)(F)F.[NH2:25][CH2:26][CH2:27][NH:28][C:29]1[N:34]=[CH:33][C:32]([C:35]#[C:36][C:37]2[CH:38]=[C:39]([NH:43][C:44]([NH:46][C:47]3[CH:51]=[C:50]([C:52]([CH3:55])([CH3:54])[CH3:53])[O:49][N:48]=3)=[O:45])[CH:40]=[CH:41][CH:42]=2)=[CH:31][N:30]=1.[C:56](O)(=[O:59])[CH2:57][OH:58].CCN(C(C)C)C(C)C, predict the reaction product. The product is: [C:52]([C:50]1[O:49][N:48]=[C:47]([NH:46][C:44]([NH:43][C:39]2[CH:40]=[CH:41][CH:42]=[C:37]([C:36]#[C:35][C:32]3[CH:31]=[N:30][C:29]([NH:28][CH2:27][CH2:26][NH:25][C:57](=[O:58])[CH2:56][OH:59])=[N:34][CH:33]=3)[CH:38]=2)=[O:45])[CH:51]=1)([CH3:55])([CH3:54])[CH3:53]. (5) Given the reactants [Cl:1][C:2]1[CH:3]=[C:4]([C@H:9]2[CH2:14][C@@H:13]([C:15]3[O:19][NH:18][C:17](=[O:20])[CH:16]=3)[CH2:12][CH2:11][N:10]2C(OC)=O)[CH:5]=[C:6]([Cl:8])[CH:7]=1.Br, predict the reaction product. The product is: [Cl:8][C:6]1[CH:5]=[C:4]([C@H:9]2[CH2:14][C@@H:13]([C:15]3[O:19][NH:18][C:17](=[O:20])[CH:16]=3)[CH2:12][CH2:11][NH:10]2)[CH:3]=[C:2]([Cl:1])[CH:7]=1. (6) Given the reactants Br[C:2]1[C:11]2[C:6](=[CH:7][CH:8]=[CH:9][CH:10]=2)[CH:5]=[CH:4][C:3]=1[O:12][CH3:13].[Li]CCCC.[C:19]([S:23]([N:25]=[CH:26][CH2:27][CH2:28][CH2:29][C:30]([O:32][CH3:33])=[O:31])=[O:24])([CH3:22])([CH3:21])[CH3:20].[NH4+].[Cl-], predict the reaction product. The product is: [CH3:21][C:19]([CH3:22])([S:23]([NH:25][CH:26]([C:2]1[C:11]2[C:6](=[CH:7][CH:8]=[CH:9][CH:10]=2)[CH:5]=[CH:4][C:3]=1[O:12][CH3:13])[CH2:27][CH2:28][CH2:29][C:30]([O:32][CH3:33])=[O:31])=[O:24])[CH3:20]. (7) Given the reactants [C:1]([O:5][C:6](=[O:34])[N:7]([CH:9]1[CH2:14][CH2:13][CH:12]([NH:15][CH2:16][C:17]2[CH:18]=[C:19]([C:25]3[CH:30]=[CH:29][C:28]([C:31](=[O:33])[NH2:32])=[CH:27][CH:26]=3)[CH:20]=[CH:21][C:22]=2[O:23][CH3:24])[CH2:11][CH2:10]1)[CH3:8])([CH3:4])([CH3:3])[CH3:2].[Cl:35][C:36]1[C:37]2[C:47]([F:48])=[CH:46][CH:45]=[C:44]([F:49])[C:38]=2[S:39][C:40]=1[C:41](Cl)=[O:42], predict the reaction product. The product is: [C:1]([O:5][C:6](=[O:34])[N:7]([CH:9]1[CH2:14][CH2:13][CH:12]([N:15]([CH2:16][C:17]2[CH:18]=[C:19]([C:25]3[CH:30]=[CH:29][C:28]([C:31](=[O:33])[NH2:32])=[CH:27][CH:26]=3)[CH:20]=[CH:21][C:22]=2[O:23][CH3:24])[C:41]([C:40]2[S:39][C:38]3[C:44]([F:49])=[CH:45][CH:46]=[C:47]([F:48])[C:37]=3[C:36]=2[Cl:35])=[O:42])[CH2:11][CH2:10]1)[CH3:8])([CH3:4])([CH3:2])[CH3:3]. (8) The product is: [C:16]([O:20][C:21]([N:13]1[CH2:12][CH:11]([CH3:15])[N:9]2[C:10]3[C:2]([Br:1])=[CH:3][CH:4]=[CH:5][C:6]=3[CH:7]=[C:8]2[CH2:14]1)=[O:22])([CH3:19])([CH3:18])[CH3:17]. Given the reactants [Br:1][C:2]1[C:10]2[N:9]3[CH:11]([CH3:15])[CH2:12][NH:13][CH2:14][C:8]3=[CH:7][C:6]=2[CH:5]=[CH:4][CH:3]=1.[C:16]([O:20][C:21](O[C:21]([O:20][C:16]([CH3:19])([CH3:18])[CH3:17])=[O:22])=[O:22])([CH3:19])([CH3:18])[CH3:17], predict the reaction product. (9) Given the reactants C([S:4][CH:5]1[CH2:8][N:7]([C:9]2[S:10][CH:11]=[C:12]([C:14](=[O:28])[NH:15][C@H:16]([CH2:19][O:20][Si:21]([C:24]([CH3:27])([CH3:26])[CH3:25])([CH3:23])[CH3:22])[CH2:17][CH3:18])[N:13]=2)[CH2:6]1)(=O)C.C(O)(=O)C.NN.C1(P(O[C:50]2[C@H:51]([CH3:74])[C@H:52]3[C@@H:69]([C@H:70]([OH:72])[CH3:71])[C:68](=[O:73])[N:53]3[C:54]=2[C:55]([O:57][CH2:58][C:59]2[CH:64]=[CH:63][C:62]([N+:65]([O-:67])=[O:66])=[CH:61][CH:60]=2)=[O:56])(C2C=CC=CC=2)=O)C=CC=CC=1.C(N(C(C)C)CC)(C)C.C(=O)([O-])O.[Na+], predict the reaction product. The product is: [Si:21]([O:20][CH2:19][C@@H:16]([NH:15][C:14]([C:12]1[N:13]=[C:9]([N:7]2[CH2:8][CH:5]([S:4][C:50]3[C@H:51]([CH3:74])[C@@H:52]4[C@@H:69]([C@H:70]([OH:72])[CH3:71])[C:68](=[O:73])[N:53]4[C:54]=3[C:55]([O:57][CH2:58][C:59]3[CH:64]=[CH:63][C:62]([N+:65]([O-:67])=[O:66])=[CH:61][CH:60]=3)=[O:56])[CH2:6]2)[S:10][CH:11]=1)=[O:28])[CH2:17][CH3:18])([C:24]([CH3:25])([CH3:26])[CH3:27])([CH3:23])[CH3:22].